From a dataset of NCI-60 drug combinations with 297,098 pairs across 59 cell lines. Regression. Given two drug SMILES strings and cell line genomic features, predict the synergy score measuring deviation from expected non-interaction effect. (1) Drug 1: COC1=C(C=C2C(=C1)N=CN=C2NC3=CC(=C(C=C3)F)Cl)OCCCN4CCOCC4. Drug 2: CN(C)N=NC1=C(NC=N1)C(=O)N. Cell line: SR. Synergy scores: CSS=20.6, Synergy_ZIP=7.60, Synergy_Bliss=9.88, Synergy_Loewe=-18.3, Synergy_HSA=10.2. (2) Drug 1: CC1=C(C=C(C=C1)NC2=NC=CC(=N2)N(C)C3=CC4=NN(C(=C4C=C3)C)C)S(=O)(=O)N.Cl. Drug 2: CC1C(C(CC(O1)OC2CC(CC3=C2C(=C4C(=C3O)C(=O)C5=C(C4=O)C(=CC=C5)OC)O)(C(=O)CO)O)N)O.Cl. Cell line: UO-31. Synergy scores: CSS=73.4, Synergy_ZIP=9.20, Synergy_Bliss=8.83, Synergy_Loewe=11.9, Synergy_HSA=13.8. (3) Drug 1: C1CCC(C1)C(CC#N)N2C=C(C=N2)C3=C4C=CNC4=NC=N3. Drug 2: CC(C1=C(C=CC(=C1Cl)F)Cl)OC2=C(N=CC(=C2)C3=CN(N=C3)C4CCNCC4)N. Cell line: CAKI-1. Synergy scores: CSS=21.7, Synergy_ZIP=0.733, Synergy_Bliss=2.28, Synergy_Loewe=6.40, Synergy_HSA=6.30. (4) Drug 1: COC1=NC(=NC2=C1N=CN2C3C(C(C(O3)CO)O)O)N. Drug 2: B(C(CC(C)C)NC(=O)C(CC1=CC=CC=C1)NC(=O)C2=NC=CN=C2)(O)O. Cell line: SF-268. Synergy scores: CSS=6.17, Synergy_ZIP=-0.788, Synergy_Bliss=-1.63, Synergy_Loewe=-65.1, Synergy_HSA=-2.27. (5) Drug 1: CC1=C2C(C(=O)C3(C(CC4C(C3C(C(C2(C)C)(CC1OC(=O)C(C(C5=CC=CC=C5)NC(=O)OC(C)(C)C)O)O)OC(=O)C6=CC=CC=C6)(CO4)OC(=O)C)OC)C)OC. Drug 2: C1CCC(C(C1)N)N.C(=O)(C(=O)[O-])[O-].[Pt+4]. Cell line: NCI-H522. Synergy scores: CSS=56.8, Synergy_ZIP=12.1, Synergy_Bliss=11.2, Synergy_Loewe=-3.58, Synergy_HSA=14.6.